The task is: Predict the reactants needed to synthesize the given product.. This data is from Full USPTO retrosynthesis dataset with 1.9M reactions from patents (1976-2016). (1) Given the product [S:34](=[O:36])(=[O:35])([O:11][CH2:10][C@@H:9]1[C@@H:4]([OH:3])[C@@H:5]([OH:6])[C@H:7]([N:12]2[CH:20]=[N:19][C:18]3[C:13]2=[N:14][CH:15]=[N:16][C:17]=3[C:21]2[CH:26]=[CH:25][CH:24]=[C:23]([N:27]3[CH:31]=[CH:30][CH:29]=[N:28]3)[CH:22]=2)[O:8]1)[NH2:37], predict the reactants needed to synthesize it. The reactants are: CC1(C)[O:6][C@H:5]2[C@H:7]([N:12]3[CH:20]=[N:19][C:18]4[C:13]3=[N:14][CH:15]=[N:16][C:17]=4[C:21]3[CH:26]=[CH:25][CH:24]=[C:23]([N:27]4[CH:31]=[CH:30][CH:29]=[N:28]4)[CH:22]=3)[O:8][C@H:9]([CH2:10][OH:11])[C@H:4]2[O:3]1.Cl[S:34]([NH2:37])(=[O:36])=[O:35]. (2) Given the product [CH3:18][N:19]1[C:23](=[O:24])[CH:22]([C:13]([C:12]2[C:3]([C:2]([F:1])([F:17])[F:16])=[N:4][C:5]3[C:10]([CH:11]=2)=[CH:9][CH:8]=[CH:7][N:6]=3)=[O:15])[CH:21]=[N:20]1, predict the reactants needed to synthesize it. The reactants are: [F:1][C:2]([F:17])([F:16])[C:3]1[C:12]([C:13]([OH:15])=O)=[CH:11][C:10]2[C:5](=[N:6][CH:7]=[CH:8][CH:9]=2)[N:4]=1.[CH3:18][N:19]1[C:23](=[O:24])[CH2:22][CH:21]=[N:20]1. (3) Given the product [Cl:1][C:2]1[CH:7]=[CH:6][C:5]([O:8][C:9]2[CH:14]=[CH:13][C:12]([CH2:15][N:16]([CH2:27][C:28]3[CH:33]=[CH:32][C:31]([F:34])=[CH:30][C:29]=3[F:35])[C:17]3[CH:22]=[CH:21][CH:20]=[C:19]([N+:23]([O-:25])=[O:24])[C:18]=3[CH3:26])=[CH:11][CH:10]=2)=[CH:4][C:3]=1[O:36][CH2:38][C:37]([O:41][CH2:42][CH3:43])=[O:40], predict the reactants needed to synthesize it. The reactants are: [Cl:1][C:2]1[CH:7]=[CH:6][C:5]([O:8][C:9]2[CH:14]=[CH:13][C:12]([CH2:15][N:16]([CH2:27][C:28]3[CH:33]=[CH:32][C:31]([F:34])=[CH:30][C:29]=3[F:35])[C:17]3[CH:22]=[CH:21][CH:20]=[C:19]([N+:23]([O-:25])=[O:24])[C:18]=3[CH3:26])=[CH:11][CH:10]=2)=[CH:4][C:3]=1[OH:36].[C:37]([O:41][CH2:42][CH3:43])(=[O:40])[CH2:38]O. (4) Given the product [CH:32]1([CH2:35][NH:36][C:2]2[CH:7]=[CH:6][C:5]([S:8]([NH:11][C:12]3[CH:21]=[CH:20][CH:19]=[C:18]4[C:13]=3[CH:14]=[CH:15][C:16]([NH:22][C@H:23]3[C:31]5[C:26](=[CH:27][CH:28]=[CH:29][CH:30]=5)[CH2:25][CH2:24]3)=[N:17]4)(=[O:10])=[O:9])=[CH:4][CH:3]=2)[CH2:34][CH2:33]1, predict the reactants needed to synthesize it. The reactants are: F[C:2]1[CH:7]=[CH:6][C:5]([S:8]([NH:11][C:12]2[CH:21]=[CH:20][CH:19]=[C:18]3[C:13]=2[CH:14]=[CH:15][C:16]([NH:22][C@H:23]2[C:31]4[C:26](=[CH:27][CH:28]=[CH:29][CH:30]=4)[CH2:25][CH2:24]2)=[N:17]3)(=[O:10])=[O:9])=[CH:4][CH:3]=1.[CH:32]1([CH2:35][NH2:36])[CH2:34][CH2:33]1. (5) Given the product [C:1]([O:5][C:6]([N:8]1[CH2:12][C@@H:11]([F:13])[CH2:10][C@@H:9]1[C@@H:14]([OH:26])[C@@H:15]([NH2:23])[CH2:16][C:17]1[CH:18]=[CH:19][CH:20]=[CH:21][CH:22]=1)=[O:7])([CH3:4])([CH3:2])[CH3:3], predict the reactants needed to synthesize it. The reactants are: [C:1]([O:5][C:6]([N:8]1[CH2:12][C@@H:11]([F:13])[CH2:10][C@@H:9]1[C@@H:14]([OH:26])[C@@H:15]([N+:23]([O-])=O)[CH2:16][C:17]1[CH:22]=[CH:21][CH:20]=[CH:19][CH:18]=1)=[O:7])([CH3:4])([CH3:3])[CH3:2].[BH4-].[Na+]. (6) Given the product [CH2:1]([C:8]1[CH:9]=[CH:10][C:11]2[O:15][C:14]([C:16]3[CH:23]=[CH:22][C:19]([CH2:20][N:29]4[CH2:30][C:27]([OH:26])([C:31]([O:33][CH3:34])=[O:32])[CH2:28]4)=[CH:18][C:17]=3[F:24])=[CH:13][C:12]=2[CH:25]=1)[C:2]1[CH:3]=[CH:4][CH:5]=[CH:6][CH:7]=1, predict the reactants needed to synthesize it. The reactants are: [CH2:1]([C:8]1[CH:9]=[CH:10][C:11]2[O:15][C:14]([C:16]3[CH:23]=[CH:22][C:19]([CH:20]=O)=[CH:18][C:17]=3[F:24])=[CH:13][C:12]=2[CH:25]=1)[C:2]1[CH:7]=[CH:6][CH:5]=[CH:4][CH:3]=1.[OH:26][C:27]1([C:31]([O:33][CH3:34])=[O:32])[CH2:30][NH:29][CH2:28]1. (7) Given the product [CH3:12][O:11][C:9]([NH:13][C:14]1[CH:15]=[C:16]2[C:20](=[CH:21][CH:22]=1)[CH2:19][NH:18][CH2:17]2)=[O:10].[ClH:8], predict the reactants needed to synthesize it. The reactants are: C(N(CC)CC)C.[Cl:8][C:9]([O:11][CH3:12])=[O:10].[NH2:13][C:14]1[CH:15]=[C:16]2[C:20](=[CH:21][CH:22]=1)[CH2:19][N:18](C(OC(C)(C)C)=O)[CH2:17]2.Cl.O1CCOCC1. (8) Given the product [S:8]1[C:12]2[CH:13]=[C:14]([N:17]3[CH2:21][CH2:20][N:19]([C:22]4[CH:23]=[C:24]5[N:30]=[CH:29][NH:28][C:25]5=[N:26][CH:27]=4)[C:18]3=[O:38])[CH:15]=[CH:16][C:11]=2[N:10]=[CH:9]1, predict the reactants needed to synthesize it. The reactants are: Cl.O1CCOCC1.[S:8]1[C:12]2[CH:13]=[C:14]([N:17]3[CH2:21][CH2:20][N:19]([C:22]4[CH:23]=[C:24]5[N:30]=[CH:29][N:28](OCC[Si](C)(C)C)[C:25]5=[N:26][CH:27]=4)[C:18]3=[O:38])[CH:15]=[CH:16][C:11]=2[N:10]=[CH:9]1.CO.